Dataset: Peptide-MHC class II binding affinity with 134,281 pairs from IEDB. Task: Regression. Given a peptide amino acid sequence and an MHC pseudo amino acid sequence, predict their binding affinity value. This is MHC class II binding data. The MHC is DRB1_1001 with pseudo-sequence DRB1_1001. The binding affinity (normalized) is 0.0318. The peptide sequence is NGSAEVHRGAVPRRG.